From a dataset of KCNQ2 potassium channel screen with 302,405 compounds. Binary Classification. Given a drug SMILES string, predict its activity (active/inactive) in a high-throughput screening assay against a specified biological target. The drug is S(=O)(=O)(N1CCOCC1)c1cc([N+]([O-])=O)c(n2ncc(c2N)C(=O)c2c(O)cccc2)cc1. The result is 0 (inactive).